This data is from Full USPTO retrosynthesis dataset with 1.9M reactions from patents (1976-2016). The task is: Predict the reactants needed to synthesize the given product. (1) The reactants are: [F:1][C:2]1[CH:3]=[C:4]([N+:9]([O-:11])=[O:10])[CH:5]=[CH:6][C:7]=1F.[CH3:12][C:13]1[C:21]2[C:20]([OH:22])=[CH:19][CH:18]=[CH:17][C:16]=2[NH:15][N:14]=1.C(=O)([O-])[O-].[K+].[K+]. Given the product [F:1][C:2]1[CH:3]=[C:4]([N+:9]([O-:11])=[O:10])[CH:5]=[CH:6][C:7]=1[O:22][C:20]1[CH:19]=[CH:18][CH:17]=[C:16]2[C:21]=1[C:13]([CH3:12])=[N:14][NH:15]2, predict the reactants needed to synthesize it. (2) Given the product [S:1]1[CH2:5][CH2:4][N:3]=[C:2]1[C:6]1[NH:7][C:8]2[C:13]([CH:14]=1)=[CH:12][CH:11]=[CH:10][C:9]=2[N:15]([S:26]([C:22]1[CH:23]=[CH:24][CH:25]=[C:20]([S:17]([CH3:16])(=[O:19])=[O:18])[CH:21]=1)(=[O:28])=[O:27])[S:26]([C:22]1[CH:23]=[CH:24][CH:25]=[C:20]([S:17]([CH3:16])(=[O:19])=[O:18])[CH:21]=1)(=[O:28])=[O:27], predict the reactants needed to synthesize it. The reactants are: [S:1]1[CH2:5][CH2:4][N:3]=[C:2]1[C:6]1[NH:7][C:8]2[C:13]([CH:14]=1)=[CH:12][CH:11]=[CH:10][C:9]=2[NH2:15].[CH3:16][S:17]([C:20]1[CH:21]=[C:22]([S:26](Cl)(=[O:28])=[O:27])[CH:23]=[CH:24][CH:25]=1)(=[O:19])=[O:18].